Dataset: Forward reaction prediction with 1.9M reactions from USPTO patents (1976-2016). Task: Predict the product of the given reaction. (1) The product is: [CH3:33][O:32][C:27](=[O:31])[CH:28]=[C:29]([C:2]1[CH:7]=[N:6][C:5]([NH:8][C:9](=[O:26])[CH:10]([NH:14][C:15](=[O:25])[CH2:16][C:17]2[CH:22]=[C:21]([F:23])[CH:20]=[C:19]([F:24])[CH:18]=2)[CH2:11][CH2:12][CH3:13])=[CH:4][CH:3]=1)[CH3:30]. Given the reactants Br[C:2]1[CH:3]=[CH:4][C:5]([NH:8][C:9](=[O:26])[CH:10]([NH:14][C:15](=[O:25])[CH2:16][C:17]2[CH:22]=[C:21]([F:23])[CH:20]=[C:19]([F:24])[CH:18]=2)[CH2:11][CH2:12][CH3:13])=[N:6][CH:7]=1.[C:27]([O:32][CH3:33])(=[O:31])/[CH:28]=[CH:29]/[CH3:30].C(N(C(C)C)CC)(C)C.C1(C)C=CC=CC=1P(C1C=CC=CC=1C)C1C=CC=CC=1C, predict the reaction product. (2) The product is: [C:20]([C:17]1[CH:16]=[CH:15][C:14]([C@H:8]([NH:7][CH2:33][CH3:34])[CH2:9][C:10]([O:12][CH3:13])=[O:11])=[CH:19][CH:18]=1)#[N:21]. Given the reactants C([O-])([O-])=O.[Na+].[Na+].[NH2:7][C@@H:8]([C:14]1[CH:19]=[CH:18][C:17]([C:20]#[N:21])=[CH:16][CH:15]=1)[CH2:9][C:10]([O:12][CH3:13])=[O:11].C([O-])(O)=O.[Na+].FC(F)(F)S(O[CH2:33][CH3:34])(=O)=O, predict the reaction product. (3) Given the reactants [N+:1]([C:4]1[CH:9]=[CH:8][CH:7]=[C:6]([O:10][C:11]2[CH:16]=[CH:15][CH:14]=[CH:13][CH:12]=2)[C:5]=1[C:17](=[O:19])[CH3:18])([O-:3])=[O:2].[Br:20]Br.P([O-])(OCC)OCC.C(N(CC)CC)C, predict the reaction product. The product is: [Br:20][CH2:18][C:17]([C:5]1[C:6]([O:10][C:11]2[CH:16]=[CH:15][CH:14]=[CH:13][CH:12]=2)=[CH:7][CH:8]=[CH:9][C:4]=1[N+:1]([O-:3])=[O:2])=[O:19]. (4) Given the reactants O.[OH-].[Li+].C([O:6][C:7]([C:9]1[C:18]2[CH2:17][C:16]([CH3:20])([CH3:19])[CH2:15][NH:14][C:13](=[O:21])[C:12]=2[S:11][C:10]=1[NH:22][C:23]1[CH:28]=[CH:27][C:26]([I:29])=[CH:25][C:24]=1[F:30])=[O:8])C, predict the reaction product. The product is: [F:30][C:24]1[CH:25]=[C:26]([I:29])[CH:27]=[CH:28][C:23]=1[NH:22][C:10]1[S:11][C:12]2[C:13](=[O:21])[NH:14][CH2:15][C:16]([CH3:20])([CH3:19])[CH2:17][C:18]=2[C:9]=1[C:7]([OH:8])=[O:6]. (5) Given the reactants [CH:1]1([C:7]2[CH:12]=[CH:11][C:10](B(O)O)=[C:9]([F:16])[C:8]=2[O:17][CH2:18][O:19][CH3:20])[CH2:6][CH2:5][CH2:4][CH2:3][CH2:2]1.[NH2:21][C:22]1[N:27]=[CH:26][C:25](Br)=[CH:24][N:23]=1.C1COCC1.C([O-])([O-])=O.[Na+].[Na+], predict the reaction product. The product is: [CH:1]1([C:7]2[CH:12]=[CH:11][C:10]([C:25]3[CH:24]=[N:23][C:22]([NH2:21])=[N:27][CH:26]=3)=[C:9]([F:16])[C:8]=2[O:17][CH2:18][O:19][CH3:20])[CH2:6][CH2:5][CH2:4][CH2:3][CH2:2]1. (6) Given the reactants C(OC(=O)[NH:7][C:8]1[CH:13]=[CH:12][C:11]([C:14]#[C:15][C:16]2C=C[CH:19]=[CH:18][C:17]=2[F:22])=[CH:10][C:9]=1[NH:23][C:24](=[O:39])[CH2:25][C:26]([C:28]1[CH:33]=[CH:32][CH:31]=[C:30]([N:34]2[CH:38]=[CH:37][N:36]=[CH:35]2)[CH:29]=1)=O)(C)(C)C.[C:41](O)([C:43](F)(F)F)=O, predict the reaction product. The product is: [F:22][C:17]1[CH:18]=[CH:19][CH:43]=[CH:41][C:16]=1[C:15]#[C:14][C:11]1[CH:12]=[CH:13][C:8]2[N:7]=[C:26]([C:28]3[CH:33]=[CH:32][CH:31]=[C:30]([N:34]4[CH:38]=[CH:37][N:36]=[CH:35]4)[CH:29]=3)[CH2:25][C:24](=[O:39])[NH:23][C:9]=2[CH:10]=1. (7) Given the reactants [CH3:1][N:2]1[C:10]2[C:5](=[CH:6][CH:7]=[C:8]([NH2:11])[CH:9]=2)[C:4]([CH3:13])([CH3:12])[CH2:3]1.[CH3:14][C:15]1([CH3:27])[C:23]2[C:18](=[CH:19][C:20]([N+]([O-])=O)=[CH:21][CH:22]=2)N[CH2:16]1.[H-].[Na+].I[CH3:31].O.O.[Sn](Cl)Cl.Cl.C([O:40][CH2:41][CH3:42])C, predict the reaction product. The product is: [C:15]([C:23]1[CH:18]=[CH:19][C:20](/[CH:31]=[CH:42]/[C:41]([NH:11][C:8]2[CH:9]=[C:10]3[C:5]([C:4]([CH3:13])([CH3:12])[CH2:3][N:2]3[CH3:1])=[CH:6][CH:7]=2)=[O:40])=[CH:21][CH:22]=1)([CH3:27])([CH3:16])[CH3:14]. (8) Given the reactants [NH2:1][C:2]1[C:3]([C:15]([NH2:17])=[O:16])=[CH:4][C:5]2[C:13]3[C:8](=[CH:9][CH:10]=[CH:11][CH:12]=3)[NH:7][C:6]=2[N:14]=1.[OH-].[K+].Cl[CH2:21][C:22]1[NH:23][CH2:24][CH2:25][CH2:26][N:27]=1.Cl, predict the reaction product. The product is: [NH2:1][C:2]1[C:3]([C:15]([NH2:17])=[O:16])=[CH:4][C:5]2[C:13]3[C:8](=[CH:9][CH:10]=[CH:11][CH:12]=3)[N:7]([CH2:21][C:22]3[NH:27][CH2:26][CH2:25][CH2:24][N:23]=3)[C:6]=2[N:14]=1.